Dataset: Experimentally validated miRNA-target interactions with 360,000+ pairs, plus equal number of negative samples. Task: Binary Classification. Given a miRNA mature sequence and a target amino acid sequence, predict their likelihood of interaction. (1) The miRNA is mmu-miR-692 with sequence AUCUCUUUGAGCGCCUCACUC. The protein sequence of the target gene is MQFPHPGPAAAPAVGVPLYAPTPLLQPAHPTPFYIDDILGRGPAAPTPTPTLPSPNSSFTSLVSSYRTPVYEPTPVHPAFSHHPAAALAAAYGPSGFGGPLYPFPRTVNDYTHALLRHDPLGKPLLWSPFLQRPLHKRKGGQVRFSNDQTVELEKKFETQKYLSPPERKRLAKMLQLSERQVKTWFQNRRAKWRRLKQENPQSNKKDALDSLDTSCEQGQDLPSEQNKGASLDRSQCSPSPASQEDPDSEISEDSDQEVDIEGDKGYFNAG. Result: 1 (interaction). (2) The miRNA is mmu-miR-709 with sequence GGAGGCAGAGGCAGGAGGA. The protein sequence of the target gene is MSRRKQAKPRSLKDPNCKLEDKTEDGEALDCKKRPEDGEELEDEAVHSCDSCLQVFESLSDITEHKINQCQLTDGVDVEDDPTCSWPASSPSSKDQTSPSHGEGCDFGEEEGGPGLPYPCQFCDKSFSRLSYLKHHEQSHSDKLPFKCTYCSRLFKHKRSRDRHIKLHTGDKKYHCSECDAAFSRSDHLKIHLKTHTSNKPYKCAICRRGFLSSSSLHGHMQVHERNKDGSQSGSRMEDWKMKDTQKCSQCEEGFDFPEDLQKHIAECHPECSPNEDRAALQCVYCHELFVEETSLMNHM.... Result: 0 (no interaction).